Dataset: M1 muscarinic receptor antagonist screen with 61,756 compounds. Task: Binary Classification. Given a drug SMILES string, predict its activity (active/inactive) in a high-throughput screening assay against a specified biological target. The compound is Fc1ccc(C(=O)Nc2c3c(oc2C(=O)N)cccc3)cc1. The result is 0 (inactive).